From a dataset of Reaction yield outcomes from USPTO patents with 853,638 reactions. Predict the reaction yield, written as a fraction of the theoretical maximum amount of product (1.0 means a 100% yield; for example, 0.34 means a 34% yield). The reactants are [Cl:1][C:2]1[CH:7]=[C:6]([Cl:8])[CH:5]=[CH:4][C:3]=1[C:9]1[N:10]=[C:11](/[CH:18]=[CH:19]/[C:20]2[CH:25]=[CH:24][C:23]([C:26]3[CH:31]=[CH:30][C:29]([O:32][CH3:33])=[CH:28][CH:27]=3)=[CH:22][CH:21]=2)[N:12]([CH2:14][C:15](O)=[O:16])[CH:13]=1.[CH3:34][NH2:35].C1(O)C=CC=CC=1.BrC[CH2:45][CH2:46][C:47]([O:49]C)=[O:48]. No catalyst specified. The product is [Cl:1][C:2]1[CH:7]=[C:6]([Cl:8])[CH:5]=[CH:4][C:3]=1[C:9]1[N:10]=[C:11](/[CH:18]=[CH:19]/[C:20]2[CH:25]=[CH:24][C:23]([C:26]3[CH:31]=[CH:30][C:29]([O:32][CH2:33][CH2:45][CH2:46][C:47]([OH:49])=[O:48])=[CH:28][CH:27]=3)=[CH:22][CH:21]=2)[N:12]([CH2:14][C:15](=[O:16])[NH:35][CH3:34])[CH:13]=1. The yield is 0.230.